From a dataset of Retrosynthesis with 50K atom-mapped reactions and 10 reaction types from USPTO. Predict the reactants needed to synthesize the given product. Given the product Cc1ccc(-c2cn(C)nn2)cc1O, predict the reactants needed to synthesize it. The reactants are: COCOc1cc(-c2cn(C)nn2)ccc1C.